This data is from Forward reaction prediction with 1.9M reactions from USPTO patents (1976-2016). The task is: Predict the product of the given reaction. (1) Given the reactants C([O:4][C:5]1[CH:10]=[CH:9][C:8]([C:11]2[O:12][C:13]3[C:20]([CH3:21])=[CH:19][C:18]([O:22]C(=O)C)=[CH:17][C:14]=3[C:15]=2[Br:16])=[CH:7][CH:6]=1)(=O)C.[OH-].[K+], predict the reaction product. The product is: [Br:16][C:15]1[C:14]2[CH:17]=[C:18]([OH:22])[CH:19]=[C:20]([CH3:21])[C:13]=2[O:12][C:11]=1[C:8]1[CH:9]=[CH:10][C:5]([OH:4])=[CH:6][CH:7]=1. (2) Given the reactants [NH2:1][C:2]1[S:3][CH:4]=[C:5]([CH2:7][C:8]([O:10][CH2:11][CH3:12])=[O:9])[N:6]=1.[Cl:13][C:14]1[CH:19]=[CH:18][CH:17]=[CH:16][C:15]=1[S:20](Cl)(=[O:22])=[O:21], predict the reaction product. The product is: [Cl:13][C:14]1[CH:19]=[CH:18][CH:17]=[CH:16][C:15]=1[S:20]([NH:1][C:2]1[S:3][CH:4]=[C:5]([CH2:7][C:8]([O:10][CH2:11][CH3:12])=[O:9])[N:6]=1)(=[O:22])=[O:21]. (3) Given the reactants [Cl:1][C:2]1[N:7]=[C:6]([C:8]2[S:12][C:11]([C:13]([CH3:16])([CH3:15])[CH3:14])=[N:10][C:9]=2[C:17]2[CH:18]=[CH:19][C:20]([F:30])=[C:21]([NH:23]C(=O)OCC=C)[CH:22]=2)[CH:5]=[CH:4][N:3]=1.CC(O)=O.C([SnH](CCCC)CCCC)CCC, predict the reaction product. The product is: [Cl:1][C:2]1[N:7]=[C:6]([C:8]2[S:12][C:11]([C:13]([CH3:16])([CH3:15])[CH3:14])=[N:10][C:9]=2[C:17]2[CH:18]=[CH:19][C:20]([F:30])=[C:21]([CH:22]=2)[NH2:23])[CH:5]=[CH:4][N:3]=1. (4) Given the reactants [Br:1][C:2]1[CH:3]=[C:4]2[C:10]([NH2:11])=[C:9]([C:12]3[CH:17]=[CH:16][CH:15]=[CH:14][CH:13]=3)[NH:8][C:5]2=[N:6][CH:7]=1.[CH3:18][C:19](=O)[CH2:20][CH2:21][C:22](=O)[CH3:23], predict the reaction product. The product is: [Br:1][C:2]1[CH:3]=[C:4]2[C:10]([N:11]3[C:22]([CH3:23])=[CH:21][CH:20]=[C:19]3[CH3:18])=[C:9]([C:12]3[CH:17]=[CH:16][CH:15]=[CH:14][CH:13]=3)[NH:8][C:5]2=[N:6][CH:7]=1. (5) Given the reactants [Cl:1][C:2]1[CH:11]=[C:10]([OH:12])[CH:9]=[CH:8][C:3]=1[C:4]([O:6][CH3:7])=[O:5].OS(C(F)(F)F)(=O)=O.[Br:21]N1C(=O)CCC1=O, predict the reaction product. The product is: [Br:21][C:9]1[C:10]([OH:12])=[CH:11][C:2]([Cl:1])=[C:3]([CH:8]=1)[C:4]([O:6][CH3:7])=[O:5]. (6) Given the reactants [CH3:13][C:12]([O:11][C:9](O[C:9]([O:11][C:12]([CH3:15])([CH3:14])[CH3:13])=[O:10])=[O:10])([CH3:15])[CH3:14].[CH3:16][C:17]1[NH:21][C:20]([CH:22]=[O:23])=[CH:19][CH:18]=1, predict the reaction product. The product is: [CH:22]([C:20]1[N:21]([C:9]([O:11][C:12]([CH3:13])([CH3:14])[CH3:15])=[O:10])[C:17]([CH3:16])=[CH:18][CH:19]=1)=[O:23]. (7) Given the reactants [Si]([CH:5]=[N+:6]=[N-])(C)(C)C.[C:8]1([CH3:14])[CH:13]=[CH:12][CH:11]=[CH:10][CH:9]=1.[CH3:15][OH:16].[H-].[H-].[H-].[H-].[Li+].[Al+3].[CH2:23]1[CH2:27]OCC1, predict the reaction product. The product is: [CH3:5][N:6]1[CH2:23][CH2:27][C:13]2[C:8](=[CH:9][CH:10]=[C:11]([CH2:15][OH:16])[CH:12]=2)[CH2:14]1.